This data is from Forward reaction prediction with 1.9M reactions from USPTO patents (1976-2016). The task is: Predict the product of the given reaction. (1) Given the reactants Br[C:2]1[CH:3]=[CH:4][C:5]([CH2:8][NH:9][C:10](=[O:14])[CH2:11][O:12][CH3:13])=[N:6][CH:7]=1.CC1(C)C(C)(C)[O:19][B:18](B2OC(C)(C)C(C)(C)O2)[O:17]1.C([O-])(=O)C.[K+].B(O)O, predict the reaction product. The product is: [CH3:13][O:12][CH2:11][C:10]([NH:9][CH2:8][C:5]1[N:6]=[CH:7][C:2]([B:18]([OH:19])[OH:17])=[CH:3][CH:4]=1)=[O:14]. (2) Given the reactants [F:1][C:2]([F:7])([F:6])[C:3]([OH:5])=[O:4].NCCCOC1C=CC(NC(=O)[C@@H](NC(=O)CNC(=O)C2C=CC=C(NC(N)=N)C=2)CC(O)=O)=CC=1.C(OC([NH:51][CH2:52][CH2:53][O:54][C:55]1[CH:60]=[CH:59][C:58]([NH:61][C:62](=[O:103])[C@@H:63]([NH:72][C:73](=[O:102])[CH2:74][NH:75][C:76](=[O:101])[C:77]2[CH:82]=[CH:81][CH:80]=[C:79]([N:83]=[C:84]([NH:93]C(=O)OC(C)(C)C)[NH:85]C(=O)OC(C)(C)C)[CH:78]=2)[CH2:64][C:65]([O:67]C(C)(C)C)=[O:66])=[CH:57][CH:56]=1)=O)(C)(C)C, predict the reaction product. The product is: [F:1][C:2]([F:7])([F:6])[C:3]([OH:5])=[O:4].[NH2:51][CH2:52][CH2:53][O:54][C:55]1[CH:60]=[CH:59][C:58]([NH:61][C:62](=[O:103])[C@@H:63]([NH:72][C:73](=[O:102])[CH2:74][NH:75][C:76](=[O:101])[C:77]2[CH:82]=[CH:81][CH:80]=[C:79]([NH:83][C:84]([NH2:93])=[NH:85])[CH:78]=2)[CH2:64][C:65]([OH:67])=[O:66])=[CH:57][CH:56]=1. (3) Given the reactants [Cl-].O[NH3+].[C:4](=[O:7])([O-])[OH:5].[Na+].[CH:9]1([C:12]2[S:50][C:15]3[N:16]([CH2:34][C:35]4[CH:40]=[CH:39][C:38]([C:41]5[C:42]([C:47]#[N:48])=[CH:43][CH:44]=[CH:45][CH:46]=5)=[CH:37][C:36]=4[F:49])[C:17](=[O:33])[N:18]([CH2:21][C:22]([C:24]4[CH:29]=[CH:28][C:27]([F:30])=[CH:26][C:25]=4[O:31][CH3:32])=[O:23])[C:19](=[O:20])[C:14]=3[CH:13]=2)[CH2:11][CH2:10]1.[N:51]12CCCN=C1CCCCC2, predict the reaction product. The product is: [CH:9]1([C:12]2[S:50][C:15]3[N:16]([CH2:34][C:35]4[CH:40]=[CH:39][C:38]([C:41]5[CH:46]=[CH:45][CH:44]=[CH:43][C:42]=5[C:47]5[NH:51][C:4](=[O:7])[O:5][N:48]=5)=[CH:37][C:36]=4[F:49])[C:17](=[O:33])[N:18]([CH2:21][C:22]([C:24]4[CH:29]=[CH:28][C:27]([F:30])=[CH:26][C:25]=4[O:31][CH3:32])=[O:23])[C:19](=[O:20])[C:14]=3[CH:13]=2)[CH2:11][CH2:10]1. (4) Given the reactants [Cl:1][C:2]1[CH:3]=[C:4]([C:14](=O)[CH3:15])[CH:5]=[CH:6][C:7]=1[O:8][CH2:9][C:10]([F:13])([F:12])[F:11].[CH3:17][C:18]([S@:21]([NH2:23])=[O:22])([CH3:20])[CH3:19], predict the reaction product. The product is: [Cl:1][C:2]1[CH:3]=[C:4]([CH:14]([NH:23][S@@:21]([C:18]([CH3:20])([CH3:19])[CH3:17])=[O:22])[CH3:15])[CH:5]=[CH:6][C:7]=1[O:8][CH2:9][C:10]([F:13])([F:12])[F:11].